The task is: Predict the product of the given reaction.. This data is from Forward reaction prediction with 1.9M reactions from USPTO patents (1976-2016). (1) Given the reactants [Si]([O:8][CH2:9][C:10]1[CH:15]=[CH:14][N:13]=[C:12]([C:16]#N)[CH:11]=1)(C(C)(C)C)(C)C.[OH2:18].Cl.[CH3:20][OH:21], predict the reaction product. The product is: [OH:8][CH2:9][C:10]1[CH:15]=[CH:14][N:13]=[C:12]([C:16]([O:21][CH3:20])=[O:18])[CH:11]=1. (2) Given the reactants [C:1]1([CH:8]=[CH:7][C:5]([OH:6])=[CH:4][CH:3]=1)[OH:2].Br[C:10]1[S:11][C:12]([Br:15])=[CH:13][N:14]=1.C(=O)([O-])[O-].[K+].[K+], predict the reaction product. The product is: [Br:15][C:12]1[S:11][C:10]([O:2][C:1]2[CH:8]=[CH:7][C:5]([OH:6])=[CH:4][CH:3]=2)=[N:14][CH:13]=1. (3) Given the reactants [CH3:1][O:2][C:3](=[O:26])[CH2:4][C@H:5]1[C:9]2[CH:10]=[CH:11][C:12]([O:14][C@H:15]3[C:23]4[C:18](=[C:19]([OH:25])[CH:20]=[CH:21][C:22]=4[F:24])[CH2:17][CH2:16]3)=[CH:13][C:8]=2[O:7][CH2:6]1.F[C:28]1[CH:33]=[N:32][CH:31]=[CH:30][N:29]=1, predict the reaction product. The product is: [CH3:1][O:2][C:3](=[O:26])[CH2:4][C@H:5]1[C:9]2[CH:10]=[CH:11][C:12]([O:14][C@H:15]3[C:23]4[C:18](=[C:19]([O:25][C:28]5[CH:33]=[N:32][CH:31]=[CH:30][N:29]=5)[CH:20]=[CH:21][C:22]=4[F:24])[CH2:17][CH2:16]3)=[CH:13][C:8]=2[O:7][CH2:6]1. (4) Given the reactants [F:1][C:2]1[CH:3]=[C:4]([CH:28]=[CH:29][CH:30]=1)[O:5][C:6]1[CH:27]=[CH:26][C:9]([O:10][C:11]2[N:19]=[CH:18][C:17]([NH:20][CH:21]3[CH2:25][CH2:24][NH:23][CH2:22]3)=[CH:16][C:12]=2[C:13]([NH2:15])=[O:14])=[CH:8][CH:7]=1.C(N(CC)C(C)C)(C)C.[C:40](Cl)(=[O:43])[CH:41]=[CH2:42], predict the reaction product. The product is: [C:40]([N:23]1[CH2:24][CH2:25][CH:21]([NH:20][C:17]2[CH:18]=[N:19][C:11]([O:10][C:9]3[CH:26]=[CH:27][C:6]([O:5][C:4]4[CH:28]=[CH:29][CH:30]=[C:2]([F:1])[CH:3]=4)=[CH:7][CH:8]=3)=[C:12]([CH:16]=2)[C:13]([NH2:15])=[O:14])[CH2:22]1)(=[O:43])[CH:41]=[CH2:42]. (5) The product is: [N:14]1[N:15]([CH2:2][C@H:3]([NH:6][C:7](=[O:13])[O:8][C:9]([CH3:12])([CH3:11])[CH3:10])[C:4]#[CH:5])[N:16]=[N:17][CH:18]=1. Given the reactants O[CH2:2][C@H:3]([NH:6][C:7](=[O:13])[O:8][C:9]([CH3:12])([CH3:11])[CH3:10])[C:4]#[CH:5].[NH:14]1[CH:18]=[N:17][N:16]=[N:15]1.C1(P(C2C=CC=CC=2)C2C=CC=CC=2)C=CC=CC=1.CC(OC(/N=N/C(OC(C)C)=O)=O)C, predict the reaction product. (6) Given the reactants Br[C:2]1[C:3]([CH3:10])=[N:4][C:5]([Cl:9])=[C:6]([F:8])[CH:7]=1.[F:11][C:12]1[CH:17]=[CH:16][C:15]([O:18][CH3:19])=[CH:14][C:13]=1B(O)O.C([O-])([O-])=O.[K+].[K+].O, predict the reaction product. The product is: [Cl:9][C:5]1[C:6]([F:8])=[CH:7][C:2]([C:13]2[CH:14]=[C:15]([O:18][CH3:19])[CH:16]=[CH:17][C:12]=2[F:11])=[C:3]([CH3:10])[N:4]=1. (7) The product is: [CH:1]([C:4]1[CH:23]=[CH:22][C:7]([C:8]([NH:10][NH:11][C:12]2[CH:21]=[CH:20][C:15]([C:16]([O:18][CH3:19])=[O:17])=[CH:14][CH:13]=2)=[S:57])=[CH:6][CH:5]=1)([CH3:3])[CH3:2]. Given the reactants [CH:1]([C:4]1[CH:23]=[CH:22][C:7]([C:8]([NH:10][NH:11][C:12]2[CH:21]=[CH:20][C:15]([C:16]([O:18][CH3:19])=[O:17])=[CH:14][CH:13]=2)=O)=[CH:6][CH:5]=1)([CH3:3])[CH3:2].COC(C1C=CC(NN)=CC=1)=O.C(C1C=CC(C(O)=O)=CC=1)(C)C.COC1C=CC(P2(SP(C3C=CC(OC)=CC=3)(=S)S2)=[S:57])=CC=1.[OH-].[Na+], predict the reaction product.